From a dataset of Forward reaction prediction with 1.9M reactions from USPTO patents (1976-2016). Predict the product of the given reaction. (1) The product is: [Cl:1][C:2]1[CH:3]=[C:4]2[C:8](=[CH:9][CH:10]=1)[NH:7][C:6]([CH2:11][CH3:12])=[C:5]2/[CH:15]=[CH:16]/[N+:17]([O-:19])=[O:18]. Given the reactants [Cl:1][C:2]1[CH:3]=[C:4]2[C:8](=[CH:9][CH:10]=1)[NH:7][C:6]([CH2:11][CH3:12])=[CH:5]2.CN(C)[CH:15]=[CH:16][N+:17]([O-:19])=[O:18], predict the reaction product. (2) Given the reactants N([O-])=O.[Na+].[NH2:5][C:6]1[CH:11]=[CH:10][C:9]([C:12]2[CH2:17][S:16][C:15]3=[N:18][N:19]=[C:20]([C:21]4[CH:26]=[CH:25][C:24]([O:27][CH3:28])=[C:23]([O:29][CH3:30])[CH:22]=4)[N:14]3[N:13]=2)=[CH:8][CH:7]=1.[N-:31]=[N+:32]=[N-].[Na+], predict the reaction product. The product is: [N:5]([C:6]1[CH:7]=[CH:8][C:9]([C:12]2[CH2:17][S:16][C:15]3=[N:18][N:19]=[C:20]([C:21]4[CH:26]=[CH:25][C:24]([O:27][CH3:28])=[C:23]([O:29][CH3:30])[CH:22]=4)[N:14]3[N:13]=2)=[CH:10][CH:11]=1)=[N+:31]=[N-:32]. (3) Given the reactants [I:1][C:2]1[CH:13]=[CH:12][CH:11]=[CH:10][C:3]=1[CH2:4][CH2:5][NH:6][C:7](=[O:9])[CH3:8].[C:14](Cl)([C:16](Cl)=[O:17])=[O:15].Cl, predict the reaction product. The product is: [I:1][C:2]1[CH:13]=[CH:12][CH:11]=[C:10]2[C:3]=1[CH2:4][CH2:5][N:6]1[C:14](=[O:15])[C:16](=[O:17])[O:9][C:7]12[CH3:8]. (4) Given the reactants [Cl:1][C:2]1[S:3][C:4]([CH2:10][N:11]2[CH2:16][CH2:15][O:14][CH2:13][CH2:12]2)=[CH:5][C:6]=1[C:7](=[O:9])[CH3:8].[H-].[Na+].C(O)(=O)C.[CH3:23][O:24][C:25](=O)[O:26]C, predict the reaction product. The product is: [Cl:1][C:2]1[S:3][C:4]([CH2:10][N:11]2[CH2:16][CH2:15][O:14][CH2:13][CH2:12]2)=[CH:5][C:6]=1[C:7](=[O:9])[CH2:8][C:25]([O:24][CH3:23])=[O:26]. (5) Given the reactants [CH:1](=O)[CH3:2].[C:4]([SiH2:8][O:9][C:10]([CH3:21])([CH3:20])[C:11]1[CH:12]=[C:13]([CH:16]=[CH:17][C:18]=1[Cl:19])[CH2:14][NH2:15])([CH3:7])([CH3:6])[CH3:5].[BH4-].[Na+].CCN(C(C)C)C(C)C.[CH3:33][C:34]([O:37][C:38](O[C:38]([O:37][C:34]([CH3:36])([CH3:35])[CH3:33])=[O:39])=[O:39])([CH3:36])[CH3:35], predict the reaction product. The product is: [C:34]([O:37][C:38](=[O:39])[N:15]([CH2:14][C:13]1[CH:16]=[CH:17][C:18]([Cl:19])=[C:11]([C:10]([CH3:21])([CH3:20])[O:9][SiH2:8][C:4]([CH3:7])([CH3:5])[CH3:6])[CH:12]=1)[CH2:1][CH3:2])([CH3:36])([CH3:35])[CH3:33]. (6) Given the reactants C[Si](C)(C)N[Si](C)(C)C.[Na].Cl[C:12]1[C:21]2[C:16](=[CH:17][C:18]([O:24][CH2:25][CH2:26][CH2:27][N:28]3[CH2:33][CH2:32][O:31][CH2:30][CH2:29]3)=[C:19]([O:22][CH3:23])[CH:20]=2)[N:15]=[CH:14][N:13]=1.[Cl:34][C:35]1[CH:43]=[C:42]([C:44]#[C:45][CH2:46][O:47][CH3:48])[C:38]2[O:39][CH2:40][O:41][C:37]=2[C:36]=1[NH2:49], predict the reaction product. The product is: [Cl:34][C:35]1[CH:43]=[C:42]([C:44]#[C:45][CH2:46][O:47][CH3:48])[C:38]2[O:39][CH2:40][O:41][C:37]=2[C:36]=1[NH:49][C:12]1[C:21]2[C:16](=[CH:17][C:18]([O:24][CH2:25][CH2:26][CH2:27][N:28]3[CH2:33][CH2:32][O:31][CH2:30][CH2:29]3)=[C:19]([O:22][CH3:23])[CH:20]=2)[N:15]=[CH:14][N:13]=1.